Predict the reaction yield, written as a fraction of the theoretical maximum amount of product (1.0 means a 100% yield; for example, 0.34 means a 34% yield). From a dataset of Reaction yield outcomes from USPTO patents with 853,638 reactions. (1) The reactants are [NH2:1][C:2]1[N:10]=[C:9]2[C:5]([NH:6][CH:7]=[N:8]2)=[C:4]([NH2:11])[N:3]=1.[F:12][C:13](I)([F:15])[F:14].OO. The catalyst is S([O-])([O-])(=O)=O.[Fe+2].CS(C)=O. The product is [NH2:1][C:2]1[N:10]=[C:9]2[C:5]([NH:6][C:7]([C:13]([F:15])([F:14])[F:12])=[N:8]2)=[C:4]([NH2:11])[N:3]=1. The yield is 0.400. (2) The reactants are [O:1]=[C:2]1[C:11]2[C:10]([NH:12]C(=O)C)=[CH:9][CH:8]=[CH:7][C:6]=2[CH2:5][CH2:4][CH2:3]1.[OH-].[Na+]. The catalyst is Cl. The product is [NH2:12][C:10]1[CH:9]=[CH:8][CH:7]=[C:6]2[C:11]=1[C:2](=[O:1])[CH2:3][CH2:4][CH2:5]2. The yield is 0.560. (3) The reactants are [CH3:1][O:2][C:3]1[CH:4]=[CH:5][C:6]2[S:10]N=N[C:7]=2[CH:11]=1.[Cl:12][C:13]1[CH:18]=[C:17]([C:19](=[CH2:24])[C:20]([F:23])([F:22])[F:21])[CH:16]=[C:15]([Cl:25])[CH:14]=1. The catalyst is C(OOC(C)(C)C)(C)(C)C. The product is [Cl:12][C:13]1[CH:18]=[C:17]([C:19]2([C:20]([F:23])([F:21])[F:22])[S:10][C:6]3[CH:5]=[CH:4][C:3]([O:2][CH3:1])=[CH:11][C:7]=3[CH2:24]2)[CH:16]=[C:15]([Cl:25])[CH:14]=1. The yield is 0.430. (4) The reactants are [NH2:1][C:2]1[C:11]([N+:12]([O-])=O)=[CH:10][CH:9]=[C:8]([O:15][CH3:16])[C:3]=1[C:4]([O:6][CH3:7])=[O:5]. The catalyst is C(OCC)(=O)C.[Pd]. The product is [NH2:1][C:2]1[C:11]([NH2:12])=[CH:10][CH:9]=[C:8]([O:15][CH3:16])[C:3]=1[C:4]([O:6][CH3:7])=[O:5]. The yield is 1.00. (5) The reactants are CC([O-])(C)C.[K+].CC1C=CC(S([CH2:17][N+:18]#[C-])(=O)=O)=CC=1.[CH2:20]([O:27][C:28]1[CH:35]=[CH:34][C:31]([CH:32]=O)=[CH:30][C:29]=1[Cl:36])[C:21]1[CH:26]=[CH:25][CH:24]=[CH:23][CH:22]=1.CO. The catalyst is C1COCC1.O. The product is [CH2:20]([O:27][C:28]1[CH:35]=[CH:34][C:31]([CH2:32][C:17]#[N:18])=[CH:30][C:29]=1[Cl:36])[C:21]1[CH:26]=[CH:25][CH:24]=[CH:23][CH:22]=1. The yield is 0.340. (6) The yield is 0.466. The catalyst is CN(C=O)C. The reactants are [NH2:1][CH:2]([C:18]1[CH:23]=[CH:22][C:21]([CH2:24][O:25][CH3:26])=[CH:20][CH:19]=1)[C:3]([NH:5][C:6]1[CH:11]=[C:10]([F:12])[C:9]([Si:13]([CH3:16])([CH3:15])[CH3:14])=[C:8]([F:17])[CH:7]=1)=[O:4].[F:27][B:28]([F:56])[N:29]1[C:33]([CH3:34])=[CH:32][C:31]([CH3:35])=[C:30]1/[CH:36]=[C:37]1\[N:38]=[C:39]([CH2:42][CH2:43][CH2:44][CH2:45][C:46](ON2C(=O)CCC2=O)=[O:47])[CH:40]=[CH:41]\1.O.O.C(#N)C. The product is [F:56][B:28]([F:27])[N:29]1[C:33]([CH3:34])=[CH:32][C:31]([CH3:35])=[C:30]1/[CH:36]=[C:37]1\[N:38]=[C:39]([CH2:42][CH2:43][CH2:44][CH2:45][C:46]([NH:1][CH:2]([C:18]2[CH:19]=[CH:20][C:21]([CH2:24][O:25][CH3:26])=[CH:22][CH:23]=2)[C:3]([NH:5][C:6]2[CH:11]=[C:10]([F:12])[C:9]([Si:13]([CH3:14])([CH3:15])[CH3:16])=[C:8]([F:17])[CH:7]=2)=[O:4])=[O:47])[CH:40]=[CH:41]\1.